Predict the product of the given reaction. From a dataset of Forward reaction prediction with 1.9M reactions from USPTO patents (1976-2016). Given the reactants [Cl:1][C:2]1[CH:15]=[CH:14][CH:13]=[C:12]([Cl:16])[C:3]=1[CH2:4][N:5]1[C:9]([CH2:10]O)=[CH:8][N:7]=[CH:6]1.C(N(CC)CC)C.S(Cl)([Cl:26])=O, predict the reaction product. The product is: [Cl:26][CH2:10][C:9]1[N:5]([CH2:4][C:3]2[C:2]([Cl:1])=[CH:15][CH:14]=[CH:13][C:12]=2[Cl:16])[CH:6]=[N:7][CH:8]=1.